Dataset: Merck oncology drug combination screen with 23,052 pairs across 39 cell lines. Task: Regression. Given two drug SMILES strings and cell line genomic features, predict the synergy score measuring deviation from expected non-interaction effect. (1) Drug 2: COC1CC2CCC(C)C(O)(O2)C(=O)C(=O)N2CCCCC2C(=O)OC(C(C)CC2CCC(OP(C)(C)=O)C(OC)C2)CC(=O)C(C)C=C(C)C(O)C(OC)C(=O)C(C)CC(C)C=CC=CC=C1C. Cell line: SKMEL30. Drug 1: CCC1=CC2CN(C1)Cc1c([nH]c3ccccc13)C(C(=O)OC)(c1cc3c(cc1OC)N(C)C1C(O)(C(=O)OC)C(OC(C)=O)C4(CC)C=CCN5CCC31C54)C2. Synergy scores: synergy=29.3. (2) Drug 2: CCC1(O)C(=O)OCc2c1cc1n(c2=O)Cc2cc3c(CN(C)C)c(O)ccc3nc2-1. Synergy scores: synergy=7.20. Drug 1: N#Cc1ccc(Cn2cncc2CN2CCN(c3cccc(Cl)c3)C(=O)C2)cc1. Cell line: HT144. (3) Drug 1: CS(=O)(=O)CCNCc1ccc(-c2ccc3ncnc(Nc4ccc(OCc5cccc(F)c5)c(Cl)c4)c3c2)o1. Drug 2: NC(=O)c1cccc2cn(-c3ccc(C4CCCNC4)cc3)nc12. Cell line: OV90. Synergy scores: synergy=-6.29. (4) Drug 1: COC12C(COC(N)=O)C3=C(C(=O)C(C)=C(N)C3=O)N1CC1NC12. Drug 2: C#Cc1cccc(Nc2ncnc3cc(OCCOC)c(OCCOC)cc23)c1. Cell line: NCIH1650. Synergy scores: synergy=-12.2. (5) Synergy scores: synergy=-13.3. Drug 2: CCc1c2c(nc3ccc(O)cc13)-c1cc3c(c(=O)n1C2)COC(=O)C3(O)CC. Drug 1: CN1C(=O)C=CC2(C)C3CCC4(C)C(NC(=O)OCC(F)(F)F)CCC4C3CCC12. Cell line: CAOV3. (6) Drug 1: O=S1(=O)NC2(CN1CC(F)(F)F)C1CCC2Cc2cc(C=CCN3CCC(C(F)(F)F)CC3)ccc2C1. Drug 2: CC1CC2C3CCC4=CC(=O)C=CC4(C)C3(F)C(O)CC2(C)C1(O)C(=O)CO. Cell line: SKMEL30. Synergy scores: synergy=13.8. (7) Drug 1: COC12C(COC(N)=O)C3=C(C(=O)C(C)=C(N)C3=O)N1CC1NC12. Drug 2: COC1=C2CC(C)CC(OC)C(O)C(C)C=C(C)C(OC(N)=O)C(OC)C=CC=C(C)C(=O)NC(=CC1=O)C2=O. Cell line: NCIH1650. Synergy scores: synergy=-24.3. (8) Drug 1: NC(=O)c1cccc2cn(-c3ccc(C4CCCNC4)cc3)nc12. Drug 2: C#Cc1cccc(Nc2ncnc3cc(OCCOC)c(OCCOC)cc23)c1. Cell line: LNCAP. Synergy scores: synergy=-15.2. (9) Drug 1: C#Cc1cccc(Nc2ncnc3cc(OCCOC)c(OCCOC)cc23)c1. Drug 2: CC(C)CC(NC(=O)C(Cc1ccccc1)NC(=O)c1cnccn1)B(O)O. Cell line: SKMES1. Synergy scores: synergy=-11.4.